Task: Predict hERG channel inhibition at various concentrations.. Dataset: hERG Central: cardiac toxicity at 1µM, 10µM, and general inhibition (1) The molecule is Cc1ccc(NC(=O)CN2CCN(Cc3ccccc3)CC2)c(Br)c1.Cl. Results: hERG_inhib (hERG inhibition (general)): blocker. (2) The molecule is Cc1ccc(-n2cccn2)c(CN2CCCC(C(=O)c3ccc4c(c3)OCO4)C2)c1. Results: hERG_inhib (hERG inhibition (general)): blocker.